From a dataset of hERG Central: cardiac toxicity at 1µM, 10µM, and general inhibition. Predict hERG channel inhibition at various concentrations. (1) The molecule is CCN(CC)CCNC(=O)C(Oc1ccccc1)Oc1ccccc1. Results: hERG_inhib (hERG inhibition (general)): blocker. (2) The molecule is Cc1ccc(CNC(=O)CNS(=O)(=O)c2ccc3nc(C)sc3c2)cc1. Results: hERG_inhib (hERG inhibition (general)): blocker. (3) Results: hERG_inhib (hERG inhibition (general)): blocker. The compound is Cl.Nc1nc(N2CCN(C(=O)c3ccco3)CC2)nc2ccc(Br)cc12. (4) The compound is Cc1ccc(S(=O)(=O)N2CCN(C3CCN(Cc4ccccc4)CC3)CC2)cc1.O=C(O)C(=O)O. Results: hERG_inhib (hERG inhibition (general)): blocker. (5) The drug is CCC(C(=O)NCCC[C@H]1CN2C(=NC[C@@H]2C2CCCCC2)N1CCc1cccc(C)c1)c1ccccc1. Results: hERG_inhib (hERG inhibition (general)): blocker. (6) The compound is O=C(c1ccc(F)cc1)N1CCN(c2ccc([N+](=O)[O-])cc2-n2cccc2)CC1. Results: hERG_inhib (hERG inhibition (general)): blocker.